From a dataset of Catalyst prediction with 721,799 reactions and 888 catalyst types from USPTO. Predict which catalyst facilitates the given reaction. (1) Reactant: [N+:1]([C:4]1[CH:5]=[C:6]2[C:11](=[CH:12][CH:13]=1)[NH:10][C:9](=O)[NH:8][C:7]2=O)([O-:3])=[O:2].CN1CCN(C)C1=O.P(Cl)(Cl)(Cl)=O.C(N(CC)CC)C.[ClH:36].[CH3:37][C:38]([CH3:42])=[CH:39][CH2:40][NH2:41]. Product: [Cl:36][C:9]1[N:8]=[C:7]([NH:41][CH2:40][CH:39]=[C:38]([CH3:42])[CH3:37])[C:6]2[C:11](=[CH:12][CH:13]=[C:4]([N+:1]([O-:3])=[O:2])[CH:5]=2)[N:10]=1. The catalyst class is: 6. (2) Reactant: I[C:2]1[CH:3]=[C:4]([N:8]2[N:12]=[N:11][C:10]([CH:13]([N:15]3[CH2:20][CH2:19][CH2:18][N:17]4[C:21]([C:24]5[CH:29]=[CH:28][N:27]=[CH:26][CH:25]=5)=[N:22][N:23]=[C:16]34)[CH3:14])=[N:9]2)[CH:5]=[CH:6][CH:7]=1.[CH3:30][N:31](C=O)C. Product: [N:27]1[CH:26]=[CH:25][C:24]([C:21]2[N:17]3[CH2:18][CH2:19][CH2:20][N:15]([CH:13]([C:10]4[N:11]=[N:12][N:8]([C:4]5[CH:3]=[C:2]([CH:7]=[CH:6][CH:5]=5)[C:30]#[N:31])[N:9]=4)[CH3:14])[C:16]3=[N:23][N:22]=2)=[CH:29][CH:28]=1. The catalyst class is: 507.